This data is from Catalyst prediction with 721,799 reactions and 888 catalyst types from USPTO. The task is: Predict which catalyst facilitates the given reaction. Reactant: [CH3:1][C:2]1[N:3]=[C:4]([C:7]2[CH:8]=[N:9][NH:10][C:11]=2[NH2:12])[S:5][CH:6]=1.[CH2:13]([N:15]1[C:23]2[C:18](=[CH:19][C:20]([C:24](=O)[CH2:25][C:26](OCC)=[O:27])=[CH:21][CH:22]=2)[CH:17]=[N:16]1)[CH3:14].CC1C=CC(S(O)(=O)=O)=CC=1. Product: [CH2:13]([N:15]1[C:23]2[C:18](=[CH:19][C:20]([C:24]3[NH:12][C:11]4[N:10]([N:9]=[CH:8][C:7]=4[C:4]4[S:5][CH:6]=[C:2]([CH3:1])[N:3]=4)[C:26](=[O:27])[CH:25]=3)=[CH:21][CH:22]=2)[CH:17]=[N:16]1)[CH3:14]. The catalyst class is: 114.